This data is from Catalyst prediction with 721,799 reactions and 888 catalyst types from USPTO. The task is: Predict which catalyst facilitates the given reaction. (1) Reactant: [F:1][C:2]1[CH:3]=[N:4][C:5]([O:17][C:18]2[CH:23]=[CH:22][CH:21]=[C:20]([S:24][CH3:25])[CH:19]=2)=[C:6]([CH:16]=1)[C:7]([NH:9][CH:10]1[CH2:15][CH2:14][NH:13][CH2:12][CH2:11]1)=[O:8].ON1C2C=CC=CC=2N=N1.CN1CCOCC1.[CH:43]1([C:49](O)=[O:50])[CH2:48][CH2:47][CH2:46][CH2:45][CH2:44]1.Cl.CN(C)CCCN=C=NCC. Product: [NH3:4].[CH:43]1([C:49]([N:13]2[CH2:12][CH2:11][CH:10]([NH:9][C:7](=[O:8])[C:6]3[CH:16]=[C:2]([F:1])[CH:3]=[N:4][C:5]=3[O:17][C:18]3[CH:23]=[CH:22][CH:21]=[C:20]([S:24][CH3:25])[CH:19]=3)[CH2:15][CH2:14]2)=[O:50])[CH2:48][CH2:47][CH2:46][CH2:45][CH2:44]1. The catalyst class is: 4. (2) Reactant: [I:1][C:2]1[CH:3]=[C:4]([NH:28][C:29]([NH:31][C:32](=[O:36])[O:33][CH2:34][CH3:35])=S)[C:5]([NH:8][CH2:9][C:10]2[CH:15]=[CH:14][C:13]([O:16][CH2:17][C:18]3[CH:23]=[CH:22][C:21]([O:24][CH3:25])=[CH:20][CH:19]=3)=[C:12]([O:26][CH3:27])[CH:11]=2)=[N:6][CH:7]=1.C(N(CC)CC)C.C1(S(Cl)(=O)=O)C=CC=CC=1. Product: [I:1][C:2]1[CH:3]=[C:4]2[N:28]=[C:29]([NH:31][C:32](=[O:36])[O:33][CH2:34][CH3:35])[N:8]([CH2:9][C:10]3[CH:15]=[CH:14][C:13]([O:16][CH2:17][C:18]4[CH:23]=[CH:22][C:21]([O:24][CH3:25])=[CH:20][CH:19]=4)=[C:12]([O:26][CH3:27])[CH:11]=3)[C:5]2=[N:6][CH:7]=1. The catalyst class is: 7.